Dataset: Catalyst prediction with 721,799 reactions and 888 catalyst types from USPTO. Task: Predict which catalyst facilitates the given reaction. (1) Reactant: [CH3:1][O:2][C:3]1[CH:4]=[C:5]2[C:10](=[CH:11][CH:12]=1)[CH:9]=[C:8]([C@H:13]([CH3:17])[C:14]([OH:16])=[O:15])[CH:7]=[CH:6]2.[OH:18][CH2:19][CH2:20][O:21][C:22]1[CH:31]=[CH:30][C:25]([O:26][CH2:27][CH2:28]O)=[CH:24][CH:23]=1.Cl.CN(C)CCCN=C=NCC.CCN(CC)CC. Product: [CH3:1][O:2][C:3]1[CH:4]=[C:5]2[C:10](=[CH:11][CH:12]=1)[CH:9]=[C:8]([C@H:13]([CH3:17])[C:14]([O:16][CH2:28][CH2:27][O:26][C:25]1[CH:30]=[CH:31][C:22]([O:21][CH2:20][CH2:19][OH:18])=[CH:23][CH:24]=1)=[O:15])[CH:7]=[CH:6]2. The catalyst class is: 3. (2) Reactant: [CH3:1][O:2][C:3]1[CH:12]=[CH:11][C:6]2[C:7](=[O:10])[CH2:8][O:9][C:5]=2[C:4]=1[CH2:13][CH2:14][CH:15]1[CH2:20][CH2:19][N:18]([C:21]([O:23][C:24]([CH3:27])([CH3:26])[CH3:25])=[O:22])[CH2:17][CH2:16]1.[NH:28]1[C:32]2=[N:33][CH:34]=[CH:35][CH:36]=[C:31]2[C:30]([CH:37]=O)=[N:29]1.N1CCCCC1. Product: [NH:28]1[C:32]2=[N:33][CH:34]=[CH:35][CH:36]=[C:31]2[C:30](/[CH:37]=[C:8]2\[O:9][C:5]3[C:4]([CH2:13][CH2:14][CH:15]4[CH2:20][CH2:19][N:18]([C:21]([O:23][C:24]([CH3:27])([CH3:26])[CH3:25])=[O:22])[CH2:17][CH2:16]4)=[C:3]([O:2][CH3:1])[CH:12]=[CH:11][C:6]=3[C:7]\2=[O:10])=[N:29]1. The catalyst class is: 5. (3) Reactant: [NH2:1][C:2]1[N:7]=[CH:6][C:5]([C:8]2[C:9]([CH3:26])=[N:10][N:11]([CH:13]3[CH2:18][CH2:17][N:16](C(OC(C)(C)C)=O)[CH2:15][CH2:14]3)[CH:12]=2)=[CH:4][C:3]=1[C:27]1[O:28][C:29]2[CH:35]=[CH:34][CH:33]=[CH:32][C:30]=2[N:31]=1.C(O)(C(F)(F)F)=O. Product: [O:28]1[C:29]2[CH:35]=[CH:34][CH:33]=[CH:32][C:30]=2[N:31]=[C:27]1[C:3]1[C:2]([NH2:1])=[N:7][CH:6]=[C:5]([C:8]2[C:9]([CH3:26])=[N:10][N:11]([CH:13]3[CH2:14][CH2:15][NH:16][CH2:17][CH2:18]3)[CH:12]=2)[CH:4]=1. The catalyst class is: 545. (4) Reactant: [C:1]([O:5][C:6]([N:8]1[CH2:13][CH2:12][CH:11]([CH2:14][CH2:15][CH2:16][C:17]([C:19]2[CH:24]=[CH:23][C:22]([S:25][CH2:26][F:27])=[CH:21][CH:20]=2)=[O:18])[CH2:10][CH2:9]1)=[O:7])([CH3:4])([CH3:3])[CH3:2].C1C=C(Cl)C=C(C(OO)=[O:36])C=1. Product: [C:1]([O:5][C:6]([N:8]1[CH2:9][CH2:10][CH:11]([CH2:14][CH2:15][CH2:16][CH:17]([C:19]2[CH:24]=[CH:23][C:22]([S:25]([CH2:26][F:27])=[O:36])=[CH:21][CH:20]=2)[OH:18])[CH2:12][CH2:13]1)=[O:7])([CH3:4])([CH3:2])[CH3:3]. The catalyst class is: 2. (5) Reactant: [CH:1]1([C:4]2[NH:8][N:7]=[C:6]([NH:9][C:10]3[C:11]([N+:19]([O-:21])=[O:20])=[C:12]([CH:15]=[C:16](F)[CH:17]=3)[C:13]#[N:14])[CH:5]=2)[CH2:3][CH2:2]1.[F:22][C:23]1[CH:28]=[CH:27][C:26]([C@@H:29]([NH2:31])[CH3:30])=[CH:25][CH:24]=1.CCN(C(C)C)C(C)C. Product: [CH:1]1([C:4]2[NH:8][N:7]=[C:6]([NH:9][C:10]3[C:11]([N+:19]([O-:21])=[O:20])=[C:12]([CH:15]=[C:16]([NH:31][C@H:29]([C:26]4[CH:27]=[CH:28][C:23]([F:22])=[CH:24][CH:25]=4)[CH3:30])[CH:17]=3)[C:13]#[N:14])[CH:5]=2)[CH2:3][CH2:2]1. The catalyst class is: 114. (6) Reactant: [NH3:1].[CH2:2]([NH:9][C@H:10]1[CH2:14][CH2:13][C@@H:12]([C:15]([O:17]C)=O)[CH2:11]1)[C:3]1[CH:8]=[CH:7][CH:6]=[CH:5][CH:4]=1. Product: [CH2:2]([NH:9][C@H:10]1[CH2:14][CH2:13][C@@H:12]([C:15]([NH2:1])=[O:17])[CH2:11]1)[C:3]1[CH:8]=[CH:7][CH:6]=[CH:5][CH:4]=1. The catalyst class is: 5. (7) Product: [NH2:1][C:4]1[CH:9]=[C:8]([CH:10]=[CH:11][C:12]2[N:16]=[C:15]([CH2:17][CH2:18][CH3:19])[O:14][N:13]=2)[CH:7]=[CH:6][C:5]=1[OH:20]. Reactant: [N+:1]([C:4]1[CH:9]=[C:8]([CH:10]=[CH:11][C:12]2[N:16]=[C:15]([CH2:17][CH2:18][CH3:19])[O:14][N:13]=2)[CH:7]=[CH:6][C:5]=1[OH:20])([O-])=O.[OH-].[Na+]. The catalyst class is: 13. (8) Reactant: [CH2:1]([N:5]([C:8]1[N:12]([C:13]2[C:21]([Cl:22])=[C:16]3[CH2:17][CH2:18][CH2:19][CH2:20][N:15]3[N:14]=2)[N:11]=[CH:10][C:9]=1[C:23]#[N:24])C=O)[CH2:2][C:3]#[CH:4].Cl.O. Product: [Cl:22][C:21]1[C:13]([N:12]2[C:8]([NH:5][CH2:1][CH2:2][C:3]#[CH:4])=[C:9]([C:23]#[N:24])[CH:10]=[N:11]2)=[N:14][N:15]2[CH2:20][CH2:19][CH2:18][CH2:17][C:16]=12. The catalyst class is: 8.